Task: Predict the reaction yield, written as a fraction of the theoretical maximum amount of product (1.0 means a 100% yield; for example, 0.34 means a 34% yield).. Dataset: Reaction yield outcomes from USPTO patents with 853,638 reactions The reactants are O1CCCCC1[O:7][CH2:8][CH2:9][O:10][CH:11]1[CH2:16][CH2:15][N:14]([C:17]([O:19][CH2:20][C:21]2[CH:26]=[CH:25][CH:24]=[CH:23][CH:22]=2)=[O:18])[CH2:13][CH2:12]1.O.C1(C)C=CC(S(O)(=O)=O)=CC=1.C(=O)(O)[O-].[Na+]. The catalyst is CO. The product is [OH:7][CH2:8][CH2:9][O:10][CH:11]1[CH2:16][CH2:15][N:14]([C:17]([O:19][CH2:20][C:21]2[CH:22]=[CH:23][CH:24]=[CH:25][CH:26]=2)=[O:18])[CH2:13][CH2:12]1. The yield is 0.830.